From a dataset of Reaction yield outcomes from USPTO patents with 853,638 reactions. Predict the reaction yield, written as a fraction of the theoretical maximum amount of product (1.0 means a 100% yield; for example, 0.34 means a 34% yield). The reactants are I[C:2]1[CH:7]=[CH:6][C:5]([N:8]2[CH2:13][CH2:12][C:11]3[C:14]([S:25]([CH3:28])(=[O:27])=[O:26])=[N:15][N:16]([C:17]4[CH:22]=[CH:21][C:20]([O:23][CH3:24])=[CH:19][CH:18]=4)[C:10]=3[C:9]2=[O:29])=[CH:4][CH:3]=1.C(OC([N:40]1[CH2:45][CH2:44][NH:43][C:42](=[O:46])[CH2:41]1)=O)C1C=CC=CC=1.C([O-])([O-])=O.[K+].[K+].CS(C)=O. The catalyst is CCOC(C)=O.O.[Cu]I. The product is [CH3:24][O:23][C:20]1[CH:21]=[CH:22][C:17]([N:16]2[C:10]3[C:9](=[O:29])[N:8]([C:5]4[CH:6]=[CH:7][C:2]([N:43]5[CH2:44][CH2:45][NH:40][CH2:41][C:42]5=[O:46])=[CH:3][CH:4]=4)[CH2:13][CH2:12][C:11]=3[C:14]([S:25]([CH3:28])(=[O:27])=[O:26])=[N:15]2)=[CH:18][CH:19]=1. The yield is 0.270.